Dataset: Peptide-MHC class I binding affinity with 185,985 pairs from IEDB/IMGT. Task: Regression. Given a peptide amino acid sequence and an MHC pseudo amino acid sequence, predict their binding affinity value. This is MHC class I binding data. (1) The peptide sequence is SLLHESTLK. The MHC is HLA-A23:01 with pseudo-sequence HLA-A23:01. The binding affinity (normalized) is 0.0847. (2) The peptide sequence is AYMSEEEQF. The MHC is H-2-Kd with pseudo-sequence H-2-Kd. The binding affinity (normalized) is 0.537. (3) The MHC is HLA-B35:01 with pseudo-sequence HLA-B35:01. The peptide sequence is YPEYNRAVKF. The binding affinity (normalized) is 0.381. (4) The peptide sequence is NYRVSWPKFA. The MHC is Patr-A0301 with pseudo-sequence YYAMYQENMASTDVDTLYIIYRDYTWAALAYRWY. The binding affinity (normalized) is 0.180. (5) The peptide sequence is IPFSEGKAL. The MHC is HLA-B18:01 with pseudo-sequence HLA-B18:01. The binding affinity (normalized) is 0.410. (6) The peptide sequence is ERYFRIHSL. The MHC is HLA-B58:01 with pseudo-sequence HLA-B58:01. The binding affinity (normalized) is 0. (7) The MHC is HLA-A69:01 with pseudo-sequence HLA-A69:01. The peptide sequence is YSLAGSSPF. The binding affinity (normalized) is 0.772. (8) The MHC is HLA-B15:01 with pseudo-sequence HLA-B15:01. The binding affinity (normalized) is 0.0847. The peptide sequence is RPAKSMDSL. (9) The binding affinity (normalized) is 0.573. The peptide sequence is KLAEIFQPF. The MHC is HLA-B15:01 with pseudo-sequence HLA-B15:01.